This data is from Full USPTO retrosynthesis dataset with 1.9M reactions from patents (1976-2016). The task is: Predict the reactants needed to synthesize the given product. (1) The reactants are: [Cl:1][C:2]1[CH:26]=[C:25]([Cl:27])[CH:24]=[CH:23][C:3]=1[CH2:4][O:5][C:6]1[C:11]([CH3:12])=[C:10]([O:13][CH2:14][CH2:15][O:16][CH3:17])[CH:9]=[CH:8][C:7]=1/[CH:18]=[CH:19]/[C:20](O)=[O:21].CC1C=CC=C([N+]([O-])=O)C=1C(OC(=O)C1C([N+]([O-])=O)=CC=CC=1C)=O.[CH2:53]([S:58]([NH2:61])(=[O:60])=[O:59])[CH2:54][CH2:55][CH2:56][CH3:57].Cl. Given the product [OH2:5].[Cl:1][C:2]1[CH:26]=[C:25]([Cl:27])[CH:24]=[CH:23][C:3]=1[CH2:4][O:5][C:6]1[C:11]([CH3:12])=[C:10]([O:13][CH2:14][CH2:15][O:16][CH3:17])[CH:9]=[CH:8][C:7]=1/[CH:18]=[CH:19]/[C:20]([NH:61][S:58]([CH2:53][CH2:54][CH2:55][CH2:56][CH3:57])(=[O:60])=[O:59])=[O:21], predict the reactants needed to synthesize it. (2) Given the product [CH3:1][O:2][C:3]1[CH:8]=[CH:7][C:6]([C:14]2[N:19]=[C:18]([NH2:20])[N:17]=[C:16]([NH:21][CH3:22])[CH:15]=2)=[CH:5][C:4]=1[CH3:12], predict the reactants needed to synthesize it. The reactants are: [CH3:1][O:2][C:3]1[CH:8]=[CH:7][C:6](B(O)O)=[CH:5][C:4]=1[CH3:12].I[C:14]1[N:19]=[C:18]([NH2:20])[N:17]=[C:16]([NH:21][CH3:22])[CH:15]=1. (3) Given the product [CH3:1][N:2]1[C:6]([S:7][CH3:8])=[N:5][N:4]=[C:3]1[CH2:9][CH2:10][CH2:11][CH:12]=[O:13], predict the reactants needed to synthesize it. The reactants are: [CH3:1][N:2]1[C:6]([S:7][CH3:8])=[N:5][N:4]=[C:3]1[CH2:9][CH2:10][CH2:11][CH2:12][OH:13].C([O-])(O)=O.[Na+]. (4) Given the product [CH3:13][C:14]1([CH3:1])[C:15](=[O:25])[O:16][C:17]2([CH2:18][CH2:19][CH2:20][CH2:21]2)[O:22][C:23]1=[O:24], predict the reactants needed to synthesize it. The reactants are: [CH2:1](C1(C)OC(=O)C(C)C(=O)O1)C.[CH3:13][CH:14]1[C:23](=[O:24])[O:22][C:17]2([CH2:21][CH2:20][CH2:19][CH2:18]2)[O:16][C:15]1=[O:25]. (5) Given the product [Cl:34][C:31]1[CH:32]=[CH:33][C:28]([N:20]2[C:19]([CH:12]([CH:13]3[CH2:18][CH2:17][CH2:16][CH2:15][CH2:14]3)[CH2:11][O:10][C:7]3[CH:8]=[CH:9][C:4]([C:3]([OH:35])=[O:2])=[CH:5][N:6]=3)=[C:27]3[C:22]([CH:23]=[CH:24][CH:25]=[CH:26]3)=[N:21]2)=[CH:29][CH:30]=1, predict the reactants needed to synthesize it. The reactants are: C[O:2][C:3](=[O:35])[C:4]1[CH:9]=[CH:8][C:7]([O:10][CH2:11][CH:12]([C:19]2[N:20]([C:28]3[CH:33]=[CH:32][C:31]([Cl:34])=[CH:30][CH:29]=3)[N:21]=[C:22]3[C:27]=2[CH:26]=[CH:25][CH:24]=[CH:23]3)[CH:13]2[CH2:18][CH2:17][CH2:16][CH2:15][CH2:14]2)=[N:6][CH:5]=1.[OH-].[Li+]. (6) Given the product [CH3:31][O:30][CH:10]([O:9][CH3:8])[C:11]1[CH:12]=[CH:13][C:14]([C:17]#[C:18][C:19]2[CH:20]=[CH:21][C:22]([C:23]([OH:25])=[O:24])=[CH:28][CH:29]=2)=[CH:15][CH:16]=1, predict the reactants needed to synthesize it. The reactants are: [OH-].[Na+].C1COCC1.[CH3:8][O:9][CH:10]([O:30][CH3:31])[C:11]1[CH:16]=[CH:15][C:14]([C:17]#[C:18][C:19]2[CH:29]=[CH:28][C:22]([C:23]([O:25]CC)=[O:24])=[CH:21][CH:20]=2)=[CH:13][CH:12]=1. (7) Given the product [NH2:13][C@H:10]([CH2:11][O:12][CH3:28])[C:9]([NH:8][CH2:1][C:2]1[CH:7]=[CH:6][CH:5]=[CH:4][CH:3]=1)=[O:21], predict the reactants needed to synthesize it. The reactants are: [CH2:1]([NH:8][C:9](=[O:21])[C@H:10]([NH:13]C(=O)OC(C)(C)C)[CH2:11][OH:12])[C:2]1[CH:7]=[CH:6][CH:5]=[CH:4][CH:3]=1.[OH-].[Na+].S(OC)(O[CH3:28])(=O)=O.O.